Predict the reactants needed to synthesize the given product. From a dataset of Full USPTO retrosynthesis dataset with 1.9M reactions from patents (1976-2016). (1) Given the product [F:19][C:20]1[CH:21]=[C:22]([C:23]([C:25]2[CH:30]=[CH:29][CH:28]=[C:27]([F:31])[CH:26]=2)([OH:24])[C:5]2[S:1][C:2]([C:6]([O:8][CH2:9][CH3:10])=[O:7])=[CH:3][CH:4]=2)[CH:32]=[CH:33][CH:34]=1, predict the reactants needed to synthesize it. The reactants are: [S:1]1[CH:5]=[CH:4][CH:3]=[C:2]1[C:6]([O:8][CH2:9][CH3:10])=[O:7].[Li+].CC([N-]C(C)C)C.[F:19][C:20]1[CH:21]=[C:22]([CH:32]=[CH:33][CH:34]=1)[C:23]([C:25]1[CH:30]=[CH:29][CH:28]=[C:27]([F:31])[CH:26]=1)=[O:24]. (2) Given the product [CH3:11][O:10][C:8]([C:6]1[CH:5]=[C:4]([C:14]([F:17])([F:16])[F:15])[C:3]([O:18][CH3:19])=[C:2]([N:66]2[CH2:71][CH2:70][O:69][CH2:68][CH2:67]2)[CH:7]=1)([O:12][CH3:13])[CH3:9], predict the reactants needed to synthesize it. The reactants are: Br[C:2]1[CH:7]=[C:6]([C:8]([O:12][CH3:13])([O:10][CH3:11])[CH3:9])[CH:5]=[C:4]([C:14]([F:17])([F:16])[F:15])[C:3]=1[O:18][CH3:19].C1C=CC(P(C2C(C3C(P(C4C=CC=CC=4)C4C=CC=CC=4)=CC=C4C=3C=CC=C4)=C3C(C=CC=C3)=CC=2)C2C=CC=CC=2)=CC=1.[NH:66]1[CH2:71][CH2:70][O:69][CH2:68][CH2:67]1. (3) Given the product [NH:1]1[C:9]2[C:4](=[CH:5][C:6]([NH:10][C:11]([C:13]3[C:14]([C:19]4[CH:20]=[CH:21][C:22]([C:25]([F:26])([F:27])[F:28])=[CH:23][CH:24]=4)=[CH:15][CH:16]=[CH:17][CH:18]=3)=[O:12])=[CH:7][CH:8]=2)[CH2:3][CH2:2]1, predict the reactants needed to synthesize it. The reactants are: [NH:1]1[C:9]2[C:4](=[CH:5][C:6]([NH:10][C:11]([C:13]3[C:14]([C:19]4[CH:24]=[CH:23][C:22]([C:25]([F:28])([F:27])[F:26])=[CH:21][CH:20]=4)=[CH:15][CH:16]=[CH:17][CH:18]=3)=[O:12])=[CH:7][CH:8]=2)[CH:3]=[CH:2]1.C([BH3-])#N.[Na+]. (4) Given the product [CH2:20]([O:19][P:18]([CH2:2][C:3]1[S:7][C:6]([C:8]([F:11])([F:10])[F:9])=[C:5]([C:12]2[CH:17]=[CH:16][CH:15]=[CH:14][CH:13]=2)[CH:4]=1)(=[O:25])[O:22][CH2:23][CH3:24])[CH3:21], predict the reactants needed to synthesize it. The reactants are: Cl[CH2:2][C:3]1[S:7][C:6]([C:8]([F:11])([F:10])[F:9])=[C:5]([C:12]2[CH:17]=[CH:16][CH:15]=[CH:14][CH:13]=2)[CH:4]=1.[P:18]([O:25]CC)([O:22][CH2:23][CH3:24])[O:19][CH2:20][CH3:21]. (5) Given the product [CH3:40][CH:34]1[C:33]([C:30]2[CH:31]=[CH:32][C:27]3[N:26]=[C:6]([C:2]4[S:1][CH:5]=[CH:4][CH:3]=4)[O:8][C:28]=3[CH:29]=2)=[N:38][NH:37][C:36](=[O:39])[CH2:35]1, predict the reactants needed to synthesize it. The reactants are: [S:1]1[CH:5]=[CH:4][CH:3]=[C:2]1[C:6]([OH:8])=O.C(N1C=CN=C1)(N1C=CN=C1)=O.CN(C=O)C.[NH2:26][C:27]1[CH:32]=[CH:31][C:30]([C:33]2[CH:34]([CH3:40])[CH2:35][C:36](=[O:39])[NH:37][N:38]=2)=[CH:29][C:28]=1O. (6) Given the product [Cl:1][C:2]1[CH:3]=[C:4]([C:16]([NH:18][C@H:19]([C:21]2[CH:29]=[CH:28][C:24]([C:25]([OH:27])=[O:26])=[CH:23][CH:22]=2)[CH3:20])=[O:17])[C:5]([O:38][C:33]2[CH:34]=[CH:35][C:36]([Cl:37])=[C:31]([Cl:30])[CH:32]=2)=[N:6][CH:7]=1, predict the reactants needed to synthesize it. The reactants are: [Cl:1][C:2]1[CH:3]=[C:4]([C:16]([NH:18][C@H:19]([C:21]2[CH:29]=[CH:28][C:24]([C:25]([OH:27])=[O:26])=[CH:23][CH:22]=2)[CH3:20])=[O:17])[C:5](OC2C=CC=C(F)C=2)=[N:6][CH:7]=1.[Cl:30][C:31]1[CH:32]=[C:33]([OH:38])[CH:34]=[CH:35][C:36]=1[Cl:37].